Dataset: Catalyst prediction with 721,799 reactions and 888 catalyst types from USPTO. Task: Predict which catalyst facilitates the given reaction. (1) Reactant: Cl[C:2]1[CH:7]=[CH:6][C:5]([I:8])=[CH:4][N:3]=1.[NH2:9][NH2:10]. Product: [NH:9]([C:2]1[CH:7]=[CH:6][C:5]([I:8])=[CH:4][N:3]=1)[NH2:10]. The catalyst class is: 17. (2) Reactant: Br[C@H:2]1[C@H:11](O)[C:10]2[C:5](=[CH:6][CH:7]=[C:8]([Br:13])[CH:9]=2)[O:4][CH2:3]1.[OH-:14].[NH4+:15]. Product: [NH2:15][C@H:11]1[C:10]2[C:5](=[CH:6][CH:7]=[C:8]([Br:13])[CH:9]=2)[O:4][CH2:3][C@@H:2]1[OH:14]. The catalyst class is: 214. (3) Reactant: [N+](C1C=C(S([CH2:13][C@@H:14]2[CH2:16][O:15]2)(=O)=O)C=CC=1)([O-])=O.[CH3:17][C:18]1[NH:19][C:20]2[C:25]([CH:26]=1)=[CH:24][CH:23]=[CH:22][C:21]=2[OH:27].C(=O)([O-])[O-].[Cs+].[Cs+]. Product: [CH3:17][C:18]1[NH:19][C:20]2[C:25]([CH:26]=1)=[CH:24][CH:23]=[CH:22][C:21]=2[O:27][CH2:13][C@@H:14]1[CH2:16][O:15]1. The catalyst class is: 3.